From a dataset of Reaction yield outcomes from USPTO patents with 853,638 reactions. Predict the reaction yield, written as a fraction of the theoretical maximum amount of product (1.0 means a 100% yield; for example, 0.34 means a 34% yield). (1) The reactants are [NH2:1][C:2]1[CH:12]=[CH:11][CH:10]=[CH:9][C:3]=1[C:4]([O:6]CC)=O.[Cl:13][CH2:14][C:15]#[N:16].Cl.[OH-].[NH4+]. The catalyst is O1CCOCC1. The product is [Cl:13][CH2:14][C:15]1[NH:16][C:4](=[O:6])[C:3]2[C:2](=[CH:12][CH:11]=[CH:10][CH:9]=2)[N:1]=1. The yield is 0.810. (2) The reactants are C(=O)([O-])[O-].[K+].[K+].[NH:7]1[CH:11]=[CH:10][CH:9]=[N:8]1.F[C:13]1[CH:20]=[CH:19][C:16]([C:17]#[N:18])=[CH:15][CH:14]=1. The catalyst is CN(C)C=O. The product is [N:7]1([C:13]2[CH:20]=[CH:19][C:16]([C:17]#[N:18])=[CH:15][CH:14]=2)[CH:11]=[CH:10][CH:9]=[N:8]1. The yield is 0.830.